Task: Predict the product of the given reaction.. Dataset: Forward reaction prediction with 1.9M reactions from USPTO patents (1976-2016) (1) Given the reactants [CH2:1]=[CH:2][CH2:3][CH2:4][CH2:5][CH2:6][CH2:7][CH2:8][CH2:9]C.C=CCCCCCCCCC.C=CCCCCCCCCCC.C=CCCCCCCCCCCC.C=CCCCCCCCCCCCC, predict the reaction product. The product is: [CH2:1]=[CH:2][CH2:3][CH2:4][CH2:5][CH2:6][CH2:7][CH2:8][CH3:9]. (2) Given the reactants [CH:1]1([CH2:4][O:5][C:6]2[CH:14]=[CH:13][C:9]3[O:10][CH2:11][O:12][C:8]=3[C:7]=2[C:15]2[C:16]3[NH:23][CH:22]=[C:21]([C:24]([OH:26])=O)[C:17]=3[N:18]=[CH:19][N:20]=2)[CH2:3][CH2:2]1.CCN(C(C)C)C(C)C.[NH2:36][CH2:37][C:38]([N:40]1[CH2:45][CH2:44][CH:43]([N:46]2[N:55]=[C:54]([C:56]3[CH:61]=[CH:60][C:59]([O:62][CH3:63])=[C:58]([O:64][CH3:65])[CH:57]=3)[CH2:53][C:48]3([CH2:52][CH2:51][CH2:50][CH2:49]3)[C:47]2=[O:66])[CH2:42][CH2:41]1)=[O:39].CN(C(ON1N=NC2C=CC=CC1=2)=[N+](C)C)C.F[P-](F)(F)(F)(F)F, predict the reaction product. The product is: [CH:1]1([CH2:4][O:5][C:6]2[CH:14]=[CH:13][C:9]3[O:10][CH2:11][O:12][C:8]=3[C:7]=2[C:15]2[C:16]3[NH:23][CH:22]=[C:21]([C:24]([NH:36][CH2:37][C:38]([N:40]4[CH2:41][CH2:42][CH:43]([N:46]5[N:55]=[C:54]([C:56]6[CH:61]=[CH:60][C:59]([O:62][CH3:63])=[C:58]([O:64][CH3:65])[CH:57]=6)[CH2:53][C:48]6([CH2:52][CH2:51][CH2:50][CH2:49]6)[C:47]5=[O:66])[CH2:44][CH2:45]4)=[O:39])=[O:26])[C:17]=3[N:18]=[CH:19][N:20]=2)[CH2:2][CH2:3]1.